From a dataset of Full USPTO retrosynthesis dataset with 1.9M reactions from patents (1976-2016). Predict the reactants needed to synthesize the given product. Given the product [F:35][C:34]([F:37])([F:36])[C:32]([OH:38])=[O:33].[CH3:1][C:2]1[C:3]([CH3:31])=[CH:4][C:5]2[N:14]([CH2:15][CH:16]3[CH2:20][CH2:19][CH2:18][NH:17]3)[C:13]3[C:8]([C:9](=[O:29])[NH:10][C:11](=[O:28])[N:12]=3)=[N:7][C:6]=2[CH:30]=1, predict the reactants needed to synthesize it. The reactants are: [CH3:1][C:2]1[C:3]([CH3:31])=[CH:4][C:5]2[N:14]([CH2:15][CH:16]3[CH2:20][CH2:19][CH2:18][N:17]3C(OC(C)(C)C)=O)[C:13]3[C:8]([C:9](=[O:29])[NH:10][C:11](=[O:28])[N:12]=3)=[N:7][C:6]=2[CH:30]=1.[C:32]([OH:38])([C:34]([F:37])([F:36])[F:35])=[O:33].CC1C(C)=CC2N(CC3CCCN3)C3C(C(=O)NC(=O)N=3)=NC=2C=1.